This data is from Full USPTO retrosynthesis dataset with 1.9M reactions from patents (1976-2016). The task is: Predict the reactants needed to synthesize the given product. Given the product [C:29]([C:23]1[CH:24]=[C:25]([NH:47][C:61]([O:53][CH2:52][C:51]([Cl:55])([Cl:54])[Cl:50])=[O:56])[N:21]([C:16]2[CH:17]=[C:18]3[C:13](=[CH:14][CH:15]=2)[CH2:12][N:11]([C:9]([O:8][CH2:1][C:2]2[CH:3]=[CH:4][CH:5]=[CH:6][CH:7]=2)=[O:10])[CH2:20][CH2:19]3)[N:22]=1)([CH3:32])([CH3:30])[CH3:31], predict the reactants needed to synthesize it. The reactants are: [CH2:1]([O:8][C:9]([N:11]1[CH2:20][CH2:19][C:18]2[C:13](=[CH:14][CH:15]=[C:16]([N:21]3[C:25](C(O)=O)=[CH:24][C:23]([C:29]([CH3:32])([CH3:31])[CH3:30])=[N:22]3)[CH:17]=2)[CH2:12]1)=[O:10])[C:2]1[CH:7]=[CH:6][CH:5]=[CH:4][CH:3]=1.C1C=CC(P([N:47]=[N+]=[N-])(C2C=CC=CC=2)=O)=CC=1.[Cl:50][C:51]([Cl:55])([Cl:54])[CH2:52][OH:53].[O:56]1[CH2:61]COCC1.